The task is: Regression/Classification. Given a drug SMILES string, predict its absorption, distribution, metabolism, or excretion properties. Task type varies by dataset: regression for continuous measurements (e.g., permeability, clearance, half-life) or binary classification for categorical outcomes (e.g., BBB penetration, CYP inhibition). Dataset: cyp1a2_veith.. This data is from CYP1A2 inhibition data for predicting drug metabolism from PubChem BioAssay. The compound is C=CCNc1nc(Cl)nc(Nc2ccc(OC)cc2)n1. The result is 1 (inhibitor).